Dataset: Forward reaction prediction with 1.9M reactions from USPTO patents (1976-2016). Task: Predict the product of the given reaction. (1) Given the reactants F[C:2]1[CH:9]=[CH:8][CH:7]=[C:6]([O:10][CH2:11][C:12]2[CH:17]=[CH:16][C:15]([I:18])=[CH:14][CH:13]=2)[C:3]=1[C:4]#[N:5].C(=O)(O)O.[NH2:23][C:24]([NH2:26])=[NH:25], predict the reaction product. The product is: [I:18][C:15]1[CH:14]=[CH:13][C:12]([CH2:11][O:10][C:6]2[CH:7]=[CH:8][CH:9]=[C:2]3[C:3]=2[C:4]([NH2:5])=[N:25][C:24]([NH2:26])=[N:23]3)=[CH:17][CH:16]=1. (2) Given the reactants [OH:1][CH2:2][C:3]1[CH:4]=[C:5]([CH:8]=[CH:9][CH:10]=1)[C:6]#[N:7].Cl[C:12]1[CH:13]=[C:14]2[N:21]([CH3:22])[C@H:20]([CH3:23])[CH2:19][N:15]2[C:16](=[O:18])[N:17]=1, predict the reaction product. The product is: [CH3:22][N:21]1[C:14]2[N:15]([C:16](=[O:18])[N:17]=[C:12]([O:1][CH2:2][C:3]3[CH:4]=[C:5]([CH:8]=[CH:9][CH:10]=3)[C:6]#[N:7])[CH:13]=2)[CH2:19][C@H:20]1[CH3:23]. (3) Given the reactants [CH2:1]([O:8][N:9]1[C:15](=[O:16])[N:14]2[CH2:17][C@H:10]1[CH2:11][CH2:12][C@H:13]2[C:18]([OH:20])=O)[C:2]1[CH:7]=[CH:6][CH:5]=[CH:4][CH:3]=1.[CH:21]1([C:24]([NH:26][NH2:27])=[O:25])[CH2:23][CH2:22]1.ON1C2C=CC=CC=2N=N1.Cl.C(N=C=NCCCN(C)C)C, predict the reaction product. The product is: [CH2:1]([O:8][N:9]1[C:15](=[O:16])[N:14]2[CH2:17][C@@H:10]1[CH2:11][CH2:12][C@@H:13]2[C:18]([NH:27][NH:26][C:24]([CH:21]1[CH2:23][CH2:22]1)=[O:25])=[O:20])[C:2]1[CH:3]=[CH:4][CH:5]=[CH:6][CH:7]=1. (4) Given the reactants [CH:1]1([C:4]2[N:8]([CH2:9][C:10]3[CH:15]=[CH:14][C:13]([C:16]4[CH:21]=[CH:20][CH:19]=[CH:18][C:17]=4[C:22]4[NH:26][C:25](=[O:27])[O:24][N:23]=4)=[CH:12][CH:11]=3)[C:7]3[C:28]([C:32]([OH:34])=[O:33])=[CH:29][CH:30]=[CH:31][C:6]=3[N:5]=2)[CH2:3][CH2:2]1.O[CH2:36][C:37]1[O:38][C:39](=[O:43])[O:40][C:41]=1[CH3:42].C1(C)C=CC(S(Cl)(=O)=O)=CC=1.C(=O)([O-])[O-].[K+].[K+].Cl, predict the reaction product. The product is: [CH:1]1([C:4]2[N:8]([CH2:9][C:10]3[CH:11]=[CH:12][C:13]([C:16]4[CH:21]=[CH:20][CH:19]=[CH:18][C:17]=4[C:22]4[NH:26][C:25](=[O:27])[O:24][N:23]=4)=[CH:14][CH:15]=3)[C:7]3[C:28]([C:32]([O:34][CH2:36][C:37]4[O:38][C:39](=[O:43])[O:40][C:41]=4[CH3:42])=[O:33])=[CH:29][CH:30]=[CH:31][C:6]=3[N:5]=2)[CH2:2][CH2:3]1. (5) Given the reactants [CH:1]1([CH2:4][N:5]2[C:13]3[C:8](=[CH:9][CH:10]=[C:11]([O:14][CH2:15][CH3:16])[CH:12]=3)[CH:7]=[C:6]2[C:17]2[CH:22]=[CH:21][C:20]([N+:23]([O-:25])=[O:24])=[CH:19][CH:18]=2)[CH2:3][CH2:2]1.[F:26][B-](F)(F)F.F[N+]1C(C)=CC(C)=CC=1C, predict the reaction product. The product is: [CH:1]1([CH2:4][N:5]2[C:13]3[C:8](=[CH:9][CH:10]=[C:11]([O:14][CH2:15][CH3:16])[CH:12]=3)[C:7]([F:26])=[C:6]2[C:17]2[CH:18]=[CH:19][C:20]([N+:23]([O-:25])=[O:24])=[CH:21][CH:22]=2)[CH2:3][CH2:2]1. (6) The product is: [N:26]1([C:30]([C:32]2[CH:37]=[C:36]([Cl:38])[C:35]([O:1][C:2]3[CH:3]=[C:4]([CH:15]=[C:16]([O:18][C@H:19]4[CH2:23][CH2:22][N:21]([CH3:24])[C:20]4=[O:25])[CH:17]=3)[C:5]([NH:7][C:8]3[CH:13]=[N:12][C:11]([CH3:14])=[CH:10][N:9]=3)=[O:6])=[N:34][CH:33]=2)=[O:31])[CH2:29][CH2:28][CH2:27]1. Given the reactants [OH:1][C:2]1[CH:3]=[C:4]([CH:15]=[C:16]([O:18][C@H:19]2[CH2:23][CH2:22][N:21]([CH3:24])[C:20]2=[O:25])[CH:17]=1)[C:5]([NH:7][C:8]1[CH:13]=[N:12][C:11]([CH3:14])=[CH:10][N:9]=1)=[O:6].[N:26]1([C:30]([C:32]2[CH:33]=[N:34][C:35](Cl)=[C:36]([Cl:38])[CH:37]=2)=[O:31])[CH2:29][CH2:28][CH2:27]1.C(=O)([O-])[O-].[K+].[K+], predict the reaction product. (7) Given the reactants [O:1]([C:8]1[C:9]([NH:24][C:25]2[S:29][N:28]=[C:27]([CH:30]3[CH2:35][CH2:34][N:33](C(OC(C)(C)C)=O)[CH2:32][CH2:31]3)[N:26]=2)=[N:10][CH:11]=[C:12]([S:14][C:15]2[CH:20]=[CH:19][N:18]=[C:17]3[CH:21]=[CH:22][S:23][C:16]=23)[CH:13]=1)[C:2]1[CH:7]=[CH:6][CH:5]=[CH:4][CH:3]=1.CO.[ClH:45], predict the reaction product. The product is: [ClH:45].[ClH:45].[ClH:45].[O:1]([C:8]1[C:9]([NH:24][C:25]2[S:29][N:28]=[C:27]([CH:30]3[CH2:35][CH2:34][NH:33][CH2:32][CH2:31]3)[N:26]=2)=[N:10][CH:11]=[C:12]([S:14][C:15]2[CH:20]=[CH:19][N:18]=[C:17]3[CH:21]=[CH:22][S:23][C:16]=23)[CH:13]=1)[C:2]1[CH:3]=[CH:4][CH:5]=[CH:6][CH:7]=1. (8) Given the reactants [C:1]1([CH3:11])[CH:6]=[CH:5][C:4]([S:7](Cl)(=[O:9])=[O:8])=[CH:3][CH:2]=1.[CH2:12]([O:19][CH2:20][CH2:21][C:22]1([CH2:27][CH2:28][OH:29])[O:26][CH2:25][CH2:24][O:23]1)[C:13]1[CH:18]=[CH:17][CH:16]=[CH:15][CH:14]=1.C(N(CC)CC)C, predict the reaction product. The product is: [CH2:12]([O:19][CH2:20][CH2:21][C:22]1([CH2:27][CH2:28][O:29][S:7]([C:4]2[CH:5]=[CH:6][C:1]([CH3:11])=[CH:2][CH:3]=2)(=[O:9])=[O:8])[O:26][CH2:25][CH2:24][O:23]1)[C:13]1[CH:18]=[CH:17][CH:16]=[CH:15][CH:14]=1. (9) Given the reactants Cl[CH2:2][C:3]([N:5]1[CH2:10][CH2:9][N:8]([C:11]2[CH:16]=[CH:15][C:14]([F:17])=[CH:13][CH:12]=2)[CH2:7][CH2:6]1)=[O:4].C(=O)([O-])[O-].[K+].[K+].[N+:24]([C:27]1[CH:28]=[C:29]2[C:33](=[CH:34][CH:35]=1)[NH:32][N:31]=[CH:30]2)([O-:26])=[O:25], predict the reaction product. The product is: [F:17][C:14]1[CH:15]=[CH:16][C:11]([N:8]2[CH2:9][CH2:10][N:5]([C:3](=[O:4])[CH2:2][N:32]3[C:33]4[C:29](=[CH:28][C:27]([N+:24]([O-:26])=[O:25])=[CH:35][CH:34]=4)[CH:30]=[N:31]3)[CH2:6][CH2:7]2)=[CH:12][CH:13]=1.